Dataset: Forward reaction prediction with 1.9M reactions from USPTO patents (1976-2016). Task: Predict the product of the given reaction. Given the reactants C([O:8][C:9](=[O:32])[C@@H:10]([C:28]([CH3:31])([CH3:30])[CH3:29])[N:11]([CH2:23][CH2:24][CH:25]([CH3:27])[CH3:26])[S:12]([C:15]1[CH:20]=[CH:19][CH:18]=[C:17]([O:21][CH3:22])[CH:16]=1)(=[O:14])=[O:13])C1C=CC=CC=1.[H][H], predict the reaction product. The product is: [CH2:23]([N:11]([S:12]([C:15]1[CH:20]=[CH:19][CH:18]=[C:17]([O:21][CH3:22])[CH:16]=1)(=[O:13])=[O:14])[C@@H:10]([C:9]([OH:32])=[O:8])[C:28]([CH3:29])([CH3:30])[CH3:31])[CH2:24][CH:25]([CH3:26])[CH3:27].